From a dataset of Reaction yield outcomes from USPTO patents with 853,638 reactions. Predict the reaction yield, written as a fraction of the theoretical maximum amount of product (1.0 means a 100% yield; for example, 0.34 means a 34% yield). (1) The reactants are N([O-])=O.[Na+].[NH2:5][C:6]1[CH:18]=[C:17]2[C:9]([C:10]3[CH:11]=[CH:12][CH:13]=[C:14]([C:20]([NH:22][C:23]4[CH:28]=[CH:27][CH:26]=[CH:25][C:24]=4[N:29]4[CH:33]=[CH:32][CH:31]=[N:30]4)=[O:21])[C:15]=3[C:16]2=[O:19])=[CH:8][CH:7]=1.[N-:34]=[N+:35]=[N-].[Na+]. The catalyst is O.Cl.C(OCC)(=O)C. The product is [N:5]([C:6]1[CH:18]=[C:17]2[C:9]([C:10]3[CH:11]=[CH:12][CH:13]=[C:14]([C:20]([NH:22][C:23]4[CH:28]=[CH:27][CH:26]=[CH:25][C:24]=4[N:29]4[CH:33]=[CH:32][CH:31]=[N:30]4)=[O:21])[C:15]=3[C:16]2=[O:19])=[CH:8][CH:7]=1)=[N+:34]=[N-:35]. The yield is 0.720. (2) The reactants are [OH:1][C:2]1[CH:3]=[C:4]2[C:8](=[CH:9][CH:10]=1)[C@H:7]([C@H:11]([CH3:16])[C:12]([O:14][CH3:15])=[O:13])[CH2:6][CH2:5]2.Br[C:18]([Br:21])([CH3:20])C.[C:22]([O-])([O-])=O.[Cs+].[Cs+]. The catalyst is O.CN(C=O)C. The product is [Br:21][CH2:18][CH2:20][CH2:22][O:1][C:2]1[CH:3]=[C:4]2[C:8](=[CH:9][CH:10]=1)[C@H:7]([C@H:11]([CH3:16])[C:12]([O:14][CH3:15])=[O:13])[CH2:6][CH2:5]2. The yield is 0.340.